Task: Predict the reactants needed to synthesize the given product.. Dataset: Full USPTO retrosynthesis dataset with 1.9M reactions from patents (1976-2016) (1) Given the product [CH3:27][C:5]1[C:6]([CH3:8])=[CH:7][C:2]([CH3:1])=[C:3]([CH2:14][C:18]([CH3:23])=[CH2:19])[C:4]=1[OH:9], predict the reactants needed to synthesize it. The reactants are: [CH3:1][C:2]1[CH:7]=[C:6]([CH3:8])[CH:5]=[C:4]([O:9]CC(C)=C)[C:3]=1[CH3:14].C(N(CC)[C:18]1[CH:23]=CC=C[CH:19]=1)C.Cl.[C:27](OCC)(=O)C. (2) Given the product [CH:1]1[CH:2]=[CH:3][C:4]2[S:22](=[O:25])(=[O:23])[O:24][C:7]([C:8]3[CH:14]=[CH:13][C:11]([OH:12])=[CH:10][CH:9]=3)([C:15]3[CH:16]=[CH:17][C:18]([OH:21])=[CH:19][CH:20]=3)[C:5]=2[CH:6]=1, predict the reactants needed to synthesize it. The reactants are: [CH:1]1[CH:6]=[C:5]([C:7]([C:15]2[CH:20]=[CH:19][C:18]([OH:21])=[CH:17][CH:16]=2)=[C:8]2[CH:14]=[CH:13][C:11](=[O:12])[CH:10]=[CH:9]2)[C:4]([S:22]([O-:25])(=[O:24])=[O:23])=[CH:3][CH:2]=1.[Na+].[OH-].[K+].